Dataset: NCI-60 drug combinations with 297,098 pairs across 59 cell lines. Task: Regression. Given two drug SMILES strings and cell line genomic features, predict the synergy score measuring deviation from expected non-interaction effect. (1) Drug 1: C1=CC(=CC=C1CCCC(=O)O)N(CCCl)CCCl. Drug 2: CCCCCOC(=O)NC1=NC(=O)N(C=C1F)C2C(C(C(O2)C)O)O. Cell line: MALME-3M. Synergy scores: CSS=8.47, Synergy_ZIP=-5.33, Synergy_Bliss=-3.17, Synergy_Loewe=-11.1, Synergy_HSA=-4.98. (2) Drug 1: C1=NNC2=C1C(=O)NC=N2. Drug 2: CCN(CC)CCCC(C)NC1=C2C=C(C=CC2=NC3=C1C=CC(=C3)Cl)OC. Cell line: MDA-MB-231. Synergy scores: CSS=23.0, Synergy_ZIP=-9.13, Synergy_Bliss=-4.59, Synergy_Loewe=-3.21, Synergy_HSA=-2.90. (3) Drug 1: CC(C)(C#N)C1=CC(=CC(=C1)CN2C=NC=N2)C(C)(C)C#N. Synergy scores: CSS=-7.01, Synergy_ZIP=-0.584, Synergy_Bliss=-6.75, Synergy_Loewe=-5.36, Synergy_HSA=-7.84. Drug 2: C1C(C(OC1N2C=NC3=C2NC=NCC3O)CO)O. Cell line: OVCAR-8. (4) Drug 2: C1CCC(C(C1)N)N.C(=O)(C(=O)[O-])[O-].[Pt+4]. Drug 1: C1CN1P(=S)(N2CC2)N3CC3. Synergy scores: CSS=35.7, Synergy_ZIP=-4.81, Synergy_Bliss=-0.365, Synergy_Loewe=-6.87, Synergy_HSA=2.57. Cell line: OVCAR-5.